Predict the reactants needed to synthesize the given product. From a dataset of Full USPTO retrosynthesis dataset with 1.9M reactions from patents (1976-2016). (1) Given the product [C:21]([O:20][C:18]([N:6]1[CH2:7][C:2]([CH3:11])([CH3:1])[O:3][CH2:4][CH:5]1[C:8]([OH:10])=[O:9])=[O:19])([CH3:24])([CH3:23])[CH3:22], predict the reactants needed to synthesize it. The reactants are: [CH3:1][C:2]1([CH3:11])[CH2:7][NH:6][CH:5]([C:8]([OH:10])=[O:9])[CH2:4][O:3]1.C(=O)([O-])[O-].[K+].[K+].[C:18](O[C:18]([O:20][C:21]([CH3:24])([CH3:23])[CH3:22])=[O:19])([O:20][C:21]([CH3:24])([CH3:23])[CH3:22])=[O:19]. (2) Given the product [CH3:17][O:10][C:9](=[O:11])[C:8]1[CH:12]=[CH:13][C:14]([O:15][CH3:16])=[C:6]([OH:5])[CH:7]=1, predict the reactants needed to synthesize it. The reactants are: S(Cl)(Cl)=O.[OH:5][C:6]1[CH:7]=[C:8]([CH:12]=[CH:13][C:14]=1[O:15][CH3:16])[C:9]([OH:11])=[O:10].[CH3:17]O.